This data is from Experimentally validated miRNA-target interactions with 360,000+ pairs, plus equal number of negative samples. The task is: Binary Classification. Given a miRNA mature sequence and a target amino acid sequence, predict their likelihood of interaction. (1) The miRNA is hsa-miR-6856-3p with sequence UACAGCCCUGUGAUCUUUCCAG. The protein sequence of the target gene is MIPANASARKGPEGKYPLHYLVWHNRHRELEKEVRAGQVDIEQLDPRGRTPLHLATTLGHLECARVLLAHGADVGRENRSGWTVLQEAVSTRDLELVQLVLRYRDYQRVVKRLAGIPVLLEKLRKAQDFYVEMKWEFTSWVPLVSKICPSDTYKVWKSGQNLRVDTTLLGFDHMTWQRGNRSFVFRGQDTSAVVMEIDHDRRVVYTETLALAGQDRELLLAAAQPTEEQVLSRLTAPVVTTQLDTKNISFERNKTGILGWRSEKTEMVNGYEAKVYGASNVELITRTRTEHLSEQHKGKV.... Result: 0 (no interaction). (2) The miRNA is hsa-miR-591 with sequence AGACCAUGGGUUCUCAUUGU. The protein sequence of the target gene is MLAGLKVKKQELANSSDVTLPDRPLSPPLTAPPTMKSAEFFEMLEKMQGIKLEEQRPGPQKNKDDYIPYPSIDEVVEKGGPYPLIILPQFGGYWIEDPENVGTPTSLGSSVYEEEEEDSLSPNTFGYKLECRGEARAYRRHFLGKDHLNFYCTGSSLGNLILSIKCEEAEGMEYLRIILRSKLKTVHERIPLAGLSKLPSVPQIAKAFCDDAVGLKFNPVLYPKASQMIVSYDEHDVNNTFKFGVIYQKARQTLEEELFGNNEESPAFKEFLDLLGDTITLQDFKGFRGGLDVTHGQTGV.... Result: 0 (no interaction). (3) The miRNA is mmu-miR-695 with sequence AGAUUGGGCAUAGGUGACUGAA. The protein sequence of the target gene is MAKQPTVLWAQRESLVYLTIEVDEAKIEELKGEGNKLHFQGSSKTDKYEATLEFFDEIDPASVKHTGSSTRVVEITVQKKTPAWWPRLLQNKGKVHWLKVDFGKWKDEDEDDEAEDAGAGIGGGMANGFDLNQYMSQMGGAGGADFGGLEDDEEDDDMPDLEDNEEEEGKNGTRA. Result: 0 (no interaction). (4) The miRNA is hsa-miR-519a-3p with sequence AAAGUGCAUCCUUUUAGAGUGU. Result: 1 (interaction). The protein sequence of the target gene is MAAKDQLEVQVMAAQEMELAGKDPVSHEHEERKPVTETKEGDVTDEHGERGSFAETDEHTGVDTKELEDIAADIKEHLAAKRKRIEKIAKACSEIKNRIKNVLRTTQLKRQKRDYRISLKLPNVLEEFITDEQKDEEGDGEKEEQIKIFQEQQKRWQQDGKGTERD. (5) The miRNA is cfa-miR-208b with sequence AUAAGACGAACAAAAGGUUUGU. The protein sequence of the target gene is MMGLGNGRRSMKSPPLILAALVACVIVLGFNYWIASSRSVELQTRIVELEGRVRRAAAERGAVELKKNEFQGELQKQREQLDRIQSSHSFQLENVNKLHQDEKAVLVNNITTGEKLIRDLQDQLKALQRSYSSLQQDIFQFQKNQTSLEKKFSYDLNQCISQMTEVKEQCDERIEEVIRKRNEAPGSRDLAETNNQHQQALKPQPKLQEEVPSEEQMPQEKGDVPRNKSQIPAPNSESLGLKPQVQNEETNEIQAVGEEHQQASIQGQAVADGTRVGAEKLDQHTQLPAGLLARPEEDSQ.... Result: 0 (no interaction). (6) The miRNA is hsa-miR-4488 with sequence AGGGGGCGGGCUCCGGCG. The protein sequence of the target gene is MSYPFGKEETATEEELFEFFCECLRRGDWELAQACVPQLHRGQGEIPQKVEDILQALVQCPILLRCGPDINPQRLAWLWLLVLEKWLAPEKKLLSTAIRRKLEFLFLSEDLQGDIPETILKELFETLAQGPAGSIPDRRTPQLSPEAVSVLWNLLKQAPRPAQALLELLLEDHHSASLCPSPLQKSLLDLIREALQTLRDPASQPPGVADAVCGALQALCCKAELPESEWRVLCEELLETCRTEDSPLQEERLLGCLLHKAGRNLLSLYGHTYAEKVAERPPKATLSGKDHPDPERAMLA.... Result: 0 (no interaction).